Dataset: TCR-epitope binding with 47,182 pairs between 192 epitopes and 23,139 TCRs. Task: Binary Classification. Given a T-cell receptor sequence (or CDR3 region) and an epitope sequence, predict whether binding occurs between them. (1) The epitope is AVFDRKSDAK. The TCR CDR3 sequence is CSVVMGYEQYF. Result: 1 (the TCR binds to the epitope). (2) The epitope is FLNGSCGSV. The TCR CDR3 sequence is CASSQDLGGGYNEQFF. Result: 1 (the TCR binds to the epitope). (3) The epitope is MPASWVMRI. The TCR CDR3 sequence is CASSFIQGSGEETQYF. Result: 1 (the TCR binds to the epitope).